This data is from Reaction yield outcomes from USPTO patents with 853,638 reactions. The task is: Predict the reaction yield, written as a fraction of the theoretical maximum amount of product (1.0 means a 100% yield; for example, 0.34 means a 34% yield). (1) The reactants are [Br:1][C:2]1[CH:3]=[CH:4][C:5]2[CH2:12][N:11](C(=O)C)[C:10]3[CH:16]=[CH:17][CH:18]=[CH:19][C:9]=3[CH:8]([OH:20])[CH2:7][C:6]=2[CH:21]=1. The catalyst is CO.O=[Mn]=O. The product is [Br:1][C:2]1[CH:3]=[CH:4][C:5]2[CH2:12][NH:11][C:10]3[CH:16]=[CH:17][CH:18]=[CH:19][C:9]=3[C:8](=[O:20])[CH2:7][C:6]=2[CH:21]=1. The yield is 0.490. (2) The catalyst is C(Cl)Cl. The product is [Br:5][C:6]1[C:15]([OH:16])=[CH:14][CH:13]=[C:12]2[C:7]=1[CH:8]=[CH:9][C:10]([CH2:18][N:19]([CH3:36])[C:20]([C:22]1[C:30]3[C:25](=[CH:26][CH:27]=[CH:28][CH:29]=3)[N:24]([CH3:31])[C:23]=1[CH2:32][CH2:33][CH2:34][CH3:35])=[O:21])=[CH:11]2. The reactants are B(Br)(Br)Br.[Br:5][C:6]1[C:15]([O:16]C)=[CH:14][CH:13]=[C:12]2[C:7]=1[CH:8]=[CH:9][C:10]([CH2:18][N:19]([CH3:36])[C:20]([C:22]1[C:30]3[C:25](=[CH:26][CH:27]=[CH:28][CH:29]=3)[N:24]([CH3:31])[C:23]=1[CH2:32][CH2:33][CH2:34][CH3:35])=[O:21])=[CH:11]2.C(=O)=O.CC(C)=O.O. The yield is 1.00. (3) The reactants are [NH2:1][C:2]1[CH:7]=[C:6]([C:8]([O:10][CH3:11])=[O:9])[C:5]([S:12]([CH3:15])(=[O:14])=[O:13])=[CH:4][C:3]=1[N:16]1[CH2:21][CH2:20][N:19]([C:22]([O:24][C:25]([CH3:28])([CH3:27])[CH3:26])=[O:23])[C@H:18]([CH:29]([CH3:31])[CH3:30])[C:17]1=O.CCN(CC)CC.[Si](Cl)(Cl)(Cl)Cl.C([O-])(O)=O.[Na+]. The catalyst is ClCCl.CCOC(C)=O. The product is [CH:29]([C@H:18]1[N:19]([C:22]([O:24][C:25]([CH3:28])([CH3:26])[CH3:27])=[O:23])[CH2:20][CH2:21][N:16]2[C:3]3[CH:4]=[C:5]([S:12]([CH3:15])(=[O:13])=[O:14])[C:6]([C:8]([O:10][CH3:11])=[O:9])=[CH:7][C:2]=3[N:1]=[C:17]12)([CH3:30])[CH3:31]. The yield is 0.550. (4) The reactants are C1C2C3=CC4[CH:14]=[CH:15][C:16](C(N)=O)=[CH:17][C:18]=4[N:9]3CC=CC=2C=CC=1.[CH:22]1C2[C:22]3=[CH:23][C:24]4[CH:22]=[CH:23][C:24](C(O)=O)=[CH:25][C:25]=4N3CC=CC=2[CH:25]=[CH:24][CH:23]=1.[C:43]([N:50]1[CH:54]=[CH:53][N:52]=[CH:51]1)(N1C=CN=C1)=[O:44].CN(C)S(N)(=O)=O.C1CCN2C(=NCCC2)CC1.[ClH:73]. The catalyst is C1COCC1. The product is [Cl:73][C:18]1[C:17]([C:43]([N:50]2[CH:54]3[CH2:25][CH2:24][CH:23]2[CH2:22][N:52]([CH3:51])[CH2:53]3)=[O:44])=[CH:16][CH:15]=[CH:14][N:9]=1. The yield is 0.670. (5) The reactants are [NH2:1][C:2]1[CH:3]=[C:4]([SH:8])[CH:5]=[CH:6][CH:7]=1.Cl.Cl[C:11]1[CH:16]=[CH:15][N:14]=[CH:13][CH:12]=1.C([O-])([O-])=O.[K+].[K+]. The yield is 0.660. The catalyst is CN(C=O)C.CCOC(C)=O.O. The product is [N:14]1[CH:15]=[CH:16][C:11]([S:8][C:4]2[CH:3]=[C:2]([CH:7]=[CH:6][CH:5]=2)[NH2:1])=[CH:12][CH:13]=1. (6) The reactants are C([O:8][N:9]([CH2:12][CH:13]1[CH:17]([CH2:18][CH2:19][CH2:20][CH3:21])[CH2:16][N:15]([CH2:22][C:23]2[CH:28]=[CH:27][C:26]([OH:29])=[CH:25][CH:24]=2)[C:14]1=[O:30])[CH:10]=[O:11])C1C=CC=CC=1. The catalyst is CO.[Pd]. The product is [CH2:18]([CH:17]1[CH2:16][N:15]([CH2:22][C:23]2[CH:28]=[CH:27][C:26]([OH:29])=[CH:25][CH:24]=2)[C:14](=[O:30])[CH:13]1[CH2:12][N:9]([OH:8])[CH:10]=[O:11])[CH2:19][CH2:20][CH3:21]. The yield is 0.700. (7) The reactants are Cl[C:2]1[CH:15]=[CH:14][C:5]([C:6]([C:8]2[CH:13]=[CH:12][CH:11]=[CH:10][CH:9]=2)=[O:7])=[CH:4][C:3]=1[N+:16]([O-:18])=[O:17].[C:19]([NH:26][CH:27]1[CH2:32][CH2:31][NH:30][CH2:29][CH2:28]1)([O:21][C:22]([CH3:25])([CH3:24])[CH3:23])=[O:20]. The catalyst is CN1C(=O)CCC1. The product is [C:6]([C:5]1[CH:14]=[CH:15][C:2]([N:30]2[CH2:29][CH2:28][CH:27]([NH:26][C:19](=[O:20])[O:21][C:22]([CH3:24])([CH3:23])[CH3:25])[CH2:32][CH2:31]2)=[C:3]([N+:16]([O-:18])=[O:17])[CH:4]=1)(=[O:7])[C:8]1[CH:13]=[CH:12][CH:11]=[CH:10][CH:9]=1. The yield is 0.950. (8) The reactants are [CH:1](=[O:5])/[CH:2]=[CH:3]/[CH3:4].B(F)(F)F.CCOCC.[CH3:15][CH:16]([CH3:22])[CH2:17][C:18](=[CH2:21])[CH:19]=[CH2:20].[OH-].[Na+]. The catalyst is C(Cl)Cl. The product is [CH2:17]([C:18]1[CH2:21][CH:3]([CH3:4])[CH:2]([CH:1]=[O:5])[CH2:20][CH:19]=1)[CH:16]([CH3:22])[CH3:15]. The yield is 0.940.